Task: Predict the product of the given reaction.. Dataset: Forward reaction prediction with 1.9M reactions from USPTO patents (1976-2016) (1) Given the reactants [Cl:1][C:2]1[CH:7]=[CH:6][C:5]([OH:8])=[CH:4][C:3]=1[CH2:9][N:10]1[CH:14]=[CH:13][C:12]([NH:15][C:16](=[O:25])[C:17]2[C:22]([F:23])=[CH:21][CH:20]=[CH:19][C:18]=2[F:24])=[N:11]1.[CH3:26]C(C)([O-])C.[K+].CI, predict the reaction product. The product is: [Cl:1][C:2]1[CH:7]=[CH:6][C:5]([O:8][CH3:26])=[CH:4][C:3]=1[CH2:9][N:10]1[CH:14]=[CH:13][C:12]([NH:15][C:16](=[O:25])[C:17]2[C:18]([F:24])=[CH:19][CH:20]=[CH:21][C:22]=2[F:23])=[N:11]1. (2) Given the reactants [CH2:1]([C:8]1[O:12][C:11]([C@H:13]2[CH2:17][CH2:16][C@H:15]([NH2:18])[CH2:14]2)=[N:10][N:9]=1)[C:2]1[CH:7]=[CH:6][CH:5]=[CH:4][CH:3]=1.CCN(C(C)C)C(C)C.Cl[C:29]1[N:34]=[CH:33][N:32]=[C:31]2[N:35](C3CCCCO3)[N:36]=[CH:37][C:30]=12, predict the reaction product. The product is: [CH2:1]([C:8]1[O:12][C:11]([C@H:13]2[CH2:17][CH2:16][C@H:15]([NH:18][C:29]3[N:34]=[CH:33][N:32]=[C:31]4[NH:35][N:36]=[CH:37][C:30]=34)[CH2:14]2)=[N:10][N:9]=1)[C:2]1[CH:7]=[CH:6][CH:5]=[CH:4][CH:3]=1. (3) Given the reactants FC(F)(F)[O:3][C:4]1C=CC(N2C=NC(C3C=CC(C(CC)CC(N=[N+]=[N-])=O)=CC=3)=N2)=C[CH:5]=1.[N:32]([CH2:35][CH:36]([C:39]1[CH:44]=[CH:43][C:42]([C:45]2[N:49]=[CH:48][N:47]([C:50]3[CH:55]=[CH:54][C:53]([O:56][C:57]([F:60])([F:59])[F:58])=[CH:52][CH:51]=3)[N:46]=2)=[CH:41][CH:40]=1)[CH2:37][CH3:38])=[C:33]=[O:34].[CH:61]([C:64]1[CH:69]=[CH:68][C:67]([O:70][CH3:71])=[CH:66][C:65]=1[NH:72][C:73]([NH2:75])=[S:74])([CH3:63])[CH3:62], predict the reaction product. The product is: [CH:61]([C:64]1[CH:69]=[CH:68][C:67]([O:70][CH3:71])=[CH:66][C:65]=1[N:72]1[C:4](=[O:3])[CH2:5][S:74]/[C:73]/1=[N:75]\[C:33]([NH:32][CH2:35][CH:36]([C:39]1[CH:40]=[CH:41][C:42]([C:45]2[N:49]=[CH:48][N:47]([C:50]3[CH:51]=[CH:52][C:53]([O:56][C:57]([F:59])([F:58])[F:60])=[CH:54][CH:55]=3)[N:46]=2)=[CH:43][CH:44]=1)[CH2:37][CH3:38])=[O:34])([CH3:63])[CH3:62]. (4) Given the reactants [CH3:1][C:2]1[NH:6][C:5]2[CH:7]=[C:8]([O:12][CH2:13][CH2:14][C:15]([CH3:22])([CH3:21])[C:16]([O:18][CH2:19][CH3:20])=[O:17])[CH:9]=[C:10]([CH3:11])[C:4]=2[N:3]=1.Br[CH2:24][C:25]1[CH:30]=[CH:29][C:28]([O:31][CH2:32][CH2:33][CH2:34][CH2:35][CH3:36])=[CH:27][C:26]=1[Cl:37], predict the reaction product. The product is: [Cl:37][C:26]1[CH:27]=[C:28]([O:31][CH2:32][CH2:33][CH2:34][CH2:35][CH3:36])[CH:29]=[CH:30][C:25]=1[CH2:24][N:6]1[C:5]2[CH:7]=[C:8]([O:12][CH2:13][CH2:14][C:15]([CH3:21])([CH3:22])[C:16]([O:18][CH2:19][CH3:20])=[O:17])[CH:9]=[C:10]([CH3:11])[C:4]=2[N:3]=[C:2]1[CH3:1]. (5) Given the reactants C1(P(C2C=CC=CC=2)C2C=CC3C(=CC=CC=3)C=2C2C3C(=CC=CC=3)C=CC=2P(C2C=CC=CC=2)C2C=CC=CC=2)C=CC=CC=1.[CH3:47][O:48][C:49]([C:51]1[N:52]([CH2:69][C:70]2[CH:75]=[CH:74][C:73]([C:76]([O:78][C:79]([CH3:82])([CH3:81])[CH3:80])=[O:77])=[CH:72][CH:71]=2)[C:53](=[O:68])[C:54]2[C:59]([C:60]=1[C:61]1[CH:66]=[CH:65][CH:64]=[CH:63][CH:62]=1)=[CH:58][C:57](Br)=[CH:56][CH:55]=2)=[O:50].[CH3:83][C:84]1[O:88][N:87]=[C:86]([C:89]2[CH:94]=[CH:93][CH:92]=[CH:91][CH:90]=2)[C:85]=1[C:95]1[CH:100]=[CH:99][N:98]=[C:97]([NH2:101])[N:96]=1.CC(C)([O-])C.[Na+], predict the reaction product. The product is: [CH3:47][O:48][C:49]([C:51]1[N:52]([CH2:69][C:70]2[CH:75]=[CH:74][C:73]([C:76]([O:78][C:79]([CH3:82])([CH3:81])[CH3:80])=[O:77])=[CH:72][CH:71]=2)[C:53](=[O:68])[C:54]2[C:59]([C:60]=1[C:61]1[CH:66]=[CH:65][CH:64]=[CH:63][CH:62]=1)=[CH:58][C:57]([NH:101][C:97]1[N:96]=[C:95]([C:85]3[C:86]([C:89]4[CH:90]=[CH:91][CH:92]=[CH:93][CH:94]=4)=[N:87][O:88][C:84]=3[CH3:83])[CH:100]=[CH:99][N:98]=1)=[CH:56][CH:55]=2)=[O:50]. (6) Given the reactants [Cl:1][C:2]1[CH:3]=[CH:4][C:5]2[C:11](=[O:12])[NH:10][C:9]3[CH:13]=[C:14]([OH:19])[C:15]([O:17][CH3:18])=[CH:16][C:8]=3[NH:7][C:6]=2[CH:20]=1.[H-].[Na+].C1C=CC(N([S:30]([C:33]([F:36])([F:35])[F:34])(=[O:32])=[O:31])[S:30]([C:33]([F:36])([F:35])[F:34])(=[O:32])=[O:31])=CC=1, predict the reaction product. The product is: [F:34][C:33]([F:36])([F:35])[S:30]([O:19][C:14]1[C:15]([O:17][CH3:18])=[CH:16][C:8]2[NH:7][C:6]3[CH:20]=[C:2]([Cl:1])[CH:3]=[CH:4][C:5]=3[C:11](=[O:12])[NH:10][C:9]=2[CH:13]=1)(=[O:32])=[O:31]. (7) Given the reactants Br[C:2]1[CH:11]=[CH:10][C:9]2[N:8]=[CH:7][C:6]3[N:12]([CH3:22])[C:13](=[O:21])[N:14]([C:15]4[N:16]([CH3:20])[N:17]=[CH:18][CH:19]=4)[C:5]=3[C:4]=2[CH:3]=1.[F:23][C:24]([F:35])([F:34])[C:25]1[CH:30]=[CH:29][C:28](B(O)O)=[CH:27][N:26]=1, predict the reaction product. The product is: [CH3:22][N:12]1[C:6]2[CH:7]=[N:8][C:9]3[CH:10]=[CH:11][C:2]([C:28]4[CH:27]=[N:26][C:25]([C:24]([F:35])([F:34])[F:23])=[CH:30][CH:29]=4)=[CH:3][C:4]=3[C:5]=2[N:14]([C:15]2[N:16]([CH3:20])[N:17]=[CH:18][CH:19]=2)[C:13]1=[O:21].